From a dataset of NCI-60 drug combinations with 297,098 pairs across 59 cell lines. Regression. Given two drug SMILES strings and cell line genomic features, predict the synergy score measuring deviation from expected non-interaction effect. (1) Drug 1: CC1=C(C=C(C=C1)NC(=O)C2=CC=C(C=C2)CN3CCN(CC3)C)NC4=NC=CC(=N4)C5=CN=CC=C5. Cell line: SK-OV-3. Drug 2: CC1C(C(CC(O1)OC2CC(CC3=C2C(=C4C(=C3O)C(=O)C5=C(C4=O)C(=CC=C5)OC)O)(C(=O)CO)O)N)O.Cl. Synergy scores: CSS=12.3, Synergy_ZIP=1.67, Synergy_Bliss=1.63, Synergy_Loewe=-16.8, Synergy_HSA=-2.49. (2) Drug 1: CS(=O)(=O)C1=CC(=C(C=C1)C(=O)NC2=CC(=C(C=C2)Cl)C3=CC=CC=N3)Cl. Drug 2: C1=CC(=CC=C1CCCC(=O)O)N(CCCl)CCCl. Cell line: RPMI-8226. Synergy scores: CSS=51.9, Synergy_ZIP=2.36, Synergy_Bliss=2.29, Synergy_Loewe=-11.1, Synergy_HSA=-2.42. (3) Drug 1: C1C(C(OC1N2C=NC3=C(N=C(N=C32)Cl)N)CO)O. Drug 2: CC1=C(C(=CC=C1)Cl)NC(=O)C2=CN=C(S2)NC3=CC(=NC(=N3)C)N4CCN(CC4)CCO. Cell line: DU-145. Synergy scores: CSS=21.8, Synergy_ZIP=-2.74, Synergy_Bliss=0.828, Synergy_Loewe=-2.53, Synergy_HSA=-2.49. (4) Drug 2: CC1C(C(CC(O1)OC2CC(CC3=C2C(=C4C(=C3O)C(=O)C5=CC=CC=C5C4=O)O)(C(=O)C)O)N)O. Drug 1: CC(C)(C#N)C1=CC(=CC(=C1)CN2C=NC=N2)C(C)(C)C#N. Synergy scores: CSS=36.6, Synergy_ZIP=0.565, Synergy_Bliss=0.610, Synergy_Loewe=-1.69, Synergy_HSA=1.89. Cell line: OVCAR-8. (5) Drug 1: C1CCN(CC1)CCOC2=CC=C(C=C2)C(=O)C3=C(SC4=C3C=CC(=C4)O)C5=CC=C(C=C5)O. Drug 2: CN(CCCl)CCCl.Cl. Cell line: UACC62. Synergy scores: CSS=6.42, Synergy_ZIP=-1.40, Synergy_Bliss=1.30, Synergy_Loewe=-3.71, Synergy_HSA=-3.32. (6) Drug 1: C1C(C(OC1N2C=NC3=C(N=C(N=C32)Cl)N)CO)O. Drug 2: CCC(=C(C1=CC=CC=C1)C2=CC=C(C=C2)OCCN(C)C)C3=CC=CC=C3.C(C(=O)O)C(CC(=O)O)(C(=O)O)O. Cell line: OVCAR3. Synergy scores: CSS=19.2, Synergy_ZIP=0.385, Synergy_Bliss=0.556, Synergy_Loewe=-7.64, Synergy_HSA=-0.464.